Dataset: M1 muscarinic receptor agonist screen with 61,833 compounds. Task: Binary Classification. Given a drug SMILES string, predict its activity (active/inactive) in a high-throughput screening assay against a specified biological target. (1) The drug is O=C(NC1CCN(CC1)Cc1n(nnn1)CCc1ccccc1)c1c(cccc1)C. The result is 0 (inactive). (2) The molecule is O=C(N1CCN(CC1)c1ncccc1)Nc1cc2nc(oc2cc1)C. The result is 0 (inactive). (3) The molecule is O=C1CC(Cc2[nH]c(c(c12)C)C(OCCOC)=O)c1c(OC)ccc(OC)c1. The result is 0 (inactive). (4) The drug is Fc1c(C(=O)N2CCN(CC2)c2c(cc(cc2)C)C)cccc1. The result is 0 (inactive). (5) The molecule is O=C(NC1CCC(CC1)C)C1N(CCCN2CCOCC2)C(=O)c2c1cccc2. The result is 0 (inactive).